Predict the product of the given reaction. From a dataset of Forward reaction prediction with 1.9M reactions from USPTO patents (1976-2016). (1) The product is: [C:1]([O:5][C:6](=[O:34])[NH:7][CH2:8][CH2:9][CH2:10][N:11]([CH:12]([C:16]1[N:17]([CH2:27][C:28]2[CH:29]=[CH:30][CH:31]=[CH:32][CH:33]=2)[C:18](=[O:26])[C:19]2[C:24]([CH3:25])=[N:23][O:22][C:20]=2[N:21]=1)[CH:13]([CH3:15])[CH3:14])[C:41](=[O:42])[C:38]1[CH:39]=[CH:40][C:35]([CH3:44])=[CH:36][CH:37]=1)([CH3:3])([CH3:4])[CH3:2]. Given the reactants [C:1]([O:5][C:6](=[O:34])[NH:7][CH2:8][CH2:9][CH2:10][NH:11][CH:12]([C:16]1[N:17]([CH2:27][C:28]2[CH:33]=[CH:32][CH:31]=[CH:30][CH:29]=2)[C:18](=[O:26])[C:19]2[C:24]([CH3:25])=[N:23][O:22][C:20]=2[N:21]=1)[CH:13]([CH3:15])[CH3:14])([CH3:4])([CH3:3])[CH3:2].[C:35]1([CH3:44])[CH:40]=[CH:39][C:38]([C:41](Cl)=[O:42])=[CH:37][CH:36]=1.C(N(CC)CC)C, predict the reaction product. (2) Given the reactants C(=O)=O.CO.[OH:6][CH:7]([CH2:21][OH:22])[CH2:8][CH2:9][NH:10][C:11](=[O:20])[O:12][CH2:13][C:14]1[CH:19]=[CH:18][CH:17]=[CH:16][CH:15]=1, predict the reaction product. The product is: [CH2:13]([O:12][C:11](=[O:20])[NH:10][CH2:9][CH2:8][C@H:7]([OH:6])[CH2:21][OH:22])[C:14]1[CH:15]=[CH:16][CH:17]=[CH:18][CH:19]=1. (3) Given the reactants Cl[C:2]1[N:7]=[CH:6][N:5]=[C:4]([NH:8][C:9]2[CH:14]=[CH:13][C:12]([N:15]3[CH2:20][CH2:19][N:18]([CH:21]4[CH2:24][O:23][CH2:22]4)[CH2:17][CH2:16]3)=[CH:11][CH:10]=2)[N:3]=1.[C:25]([C:27]1[CH:28]=[C:29](B(O)O)[CH:30]=[CH:31][C:32]=1[N:33]1[CH2:37][CH2:36][CH2:35][C:34]1=[O:38])#[N:26].C(=O)([O-])[O-].[Na+].[Na+], predict the reaction product. The product is: [O:23]1[CH2:24][CH:21]([N:18]2[CH2:19][CH2:20][N:15]([C:12]3[CH:13]=[CH:14][C:9]([NH:8][C:4]4[N:5]=[CH:6][N:7]=[C:2]([C:29]5[CH:30]=[CH:31][C:32]([N:33]6[CH2:37][CH2:36][CH2:35][C:34]6=[O:38])=[C:27]([CH:28]=5)[C:25]#[N:26])[N:3]=4)=[CH:10][CH:11]=3)[CH2:16][CH2:17]2)[CH2:22]1. (4) Given the reactants [OH:1][N:2]=[C:3]([C:10]1[CH:15]=[CH:14][CH:13]=[C:12]([S:16][CH3:17])[CH:11]=1)[C:4]1[N:8]([CH3:9])[N:7]=[N:6][N:5]=1.Cl[CH2:19][C:20]1[N:21]=[C:22]([NH2:25])[S:23][CH:24]=1.C(=O)([O-])[O-].[Cs+].[Cs+].[I-].[K+], predict the reaction product. The product is: [CH3:17][S:16][C:12]1[CH:11]=[C:10]([C:3](=[N:2][O:1][CH2:19][C:20]2[N:21]=[C:22]([NH2:25])[S:23][CH:24]=2)[C:4]2[N:8]([CH3:9])[N:7]=[N:6][N:5]=2)[CH:15]=[CH:14][CH:13]=1. (5) Given the reactants [Mg].II.Br[C:5]1[C:10]([O:11][CH3:12])=[CH:9][C:8]([CH2:13][O:14][CH3:15])=[CH:7][C:6]=1[O:16][CH3:17].[B:18]([O:23]C)([O:21]C)[O:19]C.[Cl-].[NH4+], predict the reaction product. The product is: [CH3:17][O:16][C:6]1[CH:7]=[C:8]([CH2:13][O:14][CH3:15])[CH:9]=[C:10]([O:11][CH3:12])[C:5]=1[O:19][B:18]([OH:23])[OH:21]. (6) Given the reactants [NH2:1][C:2]1[CH:7]=[CH:6][C:5]([Br:8])=[CH:4][C:3]=1[C:9]([C:11]1[CH:16]=[CH:15][C:14]([F:17])=[CH:13][CH:12]=1)=O.[F:18][C:19]([F:27])([F:26])[C:20](=[O:25])[CH2:21][C:22](=O)[CH3:23].C(O)(C)C, predict the reaction product. The product is: [Br:8][C:5]1[CH:4]=[C:3]2[C:2](=[CH:7][CH:6]=1)[N:1]=[C:22]([CH3:23])[C:21]([C:20](=[O:25])[C:19]([F:27])([F:26])[F:18])=[C:9]2[C:11]1[CH:16]=[CH:15][C:14]([F:17])=[CH:13][CH:12]=1. (7) The product is: [CH2:13]([C:17]1[N:18]=[C:19]([CH3:48])[N:20]([CH2:39][C:40]2[CH:45]=[C:44]([F:46])[CH:43]=[CH:42][C:41]=2[F:47])[C:21](=[O:38])[C:22]=1[CH2:23][C:24]1[CH:25]=[CH:26][C:27]([C:30]2[CH:35]=[CH:34][CH:33]=[CH:32][C:31]=2[C:36]2[NH:3][C:4](=[O:7])[O:5][N:37]=2)=[CH:28][CH:29]=1)[CH2:14][CH2:15][CH3:16]. Given the reactants [Cl-].O[NH3+:3].[C:4](=[O:7])([O-])[OH:5].[Na+].CS(C)=O.[CH2:13]([C:17]1[N:18]=[C:19]([CH3:48])[N:20]([CH2:39][C:40]2[CH:45]=[C:44]([F:46])[CH:43]=[CH:42][C:41]=2[F:47])[C:21](=[O:38])[C:22]=1[CH2:23][C:24]1[CH:29]=[CH:28][C:27]([C:30]2[C:31]([C:36]#[N:37])=[CH:32][CH:33]=[CH:34][CH:35]=2)=[CH:26][CH:25]=1)[CH2:14][CH2:15][CH3:16], predict the reaction product. (8) Given the reactants [CH3:1][O:2][C:3](=[O:12])[C:4]1[CH:9]=[CH:8][C:7]([CH3:10])=[C:6]([Br:11])[CH:5]=1.C1C(=O)N([Br:20])C(=O)C1.C(OOC(=O)C1C=CC=CC=1)(=O)C1C=CC=CC=1, predict the reaction product. The product is: [Br:11][C:6]1[CH:5]=[C:4]([C:3]([O:2][CH3:1])=[O:12])[CH:9]=[CH:8][C:7]=1[CH2:10][Br:20]. (9) Given the reactants [CH3:1][O:2][C:3]([C:5]1[S:6][C:7]([C:11]2[CH:16]=[CH:15][C:14]([Cl:17])=[CH:13][CH:12]=2)=[CH:8][C:9]=1[NH2:10])=[O:4].CO[CH:20]([N:23]([CH3:25])[CH3:24])OC, predict the reaction product. The product is: [CH3:1][O:2][C:3]([C:5]1[S:6][C:7]([C:11]2[CH:16]=[CH:15][C:14]([Cl:17])=[CH:13][CH:12]=2)=[CH:8][C:9]=1[N:10]=[CH:20][N:23]([CH3:25])[CH3:24])=[O:4].